From a dataset of NCI-60 drug combinations with 297,098 pairs across 59 cell lines. Regression. Given two drug SMILES strings and cell line genomic features, predict the synergy score measuring deviation from expected non-interaction effect. (1) Drug 1: CCCCC(=O)OCC(=O)C1(CC(C2=C(C1)C(=C3C(=C2O)C(=O)C4=C(C3=O)C=CC=C4OC)O)OC5CC(C(C(O5)C)O)NC(=O)C(F)(F)F)O. Drug 2: CC1C(C(CC(O1)OC2CC(CC3=C2C(=C4C(=C3O)C(=O)C5=CC=CC=C5C4=O)O)(C(=O)C)O)N)O. Cell line: NCI-H522. Synergy scores: CSS=42.7, Synergy_ZIP=0.947, Synergy_Bliss=2.28, Synergy_Loewe=-5.44, Synergy_HSA=1.97. (2) Drug 1: C(=O)(N)NO. Drug 2: CN1C2=C(C=C(C=C2)N(CCCl)CCCl)N=C1CCCC(=O)O.Cl. Cell line: 786-0. Synergy scores: CSS=0.272, Synergy_ZIP=0.747, Synergy_Bliss=-0.155, Synergy_Loewe=-0.528, Synergy_HSA=-1.92. (3) Drug 1: COC1=C(C=C2C(=C1)N=CN=C2NC3=CC(=C(C=C3)F)Cl)OCCCN4CCOCC4. Drug 2: C1=NC2=C(N1)C(=S)N=C(N2)N. Cell line: U251. Synergy scores: CSS=39.8, Synergy_ZIP=-6.04, Synergy_Bliss=-2.97, Synergy_Loewe=-0.156, Synergy_HSA=0.664. (4) Drug 2: CN(C(=O)NC(C=O)C(C(C(CO)O)O)O)N=O. Drug 1: CCN(CC)CCNC(=O)C1=C(NC(=C1C)C=C2C3=C(C=CC(=C3)F)NC2=O)C. Cell line: 786-0. Synergy scores: CSS=3.57, Synergy_ZIP=-1.48, Synergy_Bliss=-0.840, Synergy_Loewe=0.787, Synergy_HSA=-0.764. (5) Drug 1: CC1C(C(=O)NC(C(=O)N2CCCC2C(=O)N(CC(=O)N(C(C(=O)O1)C(C)C)C)C)C(C)C)NC(=O)C3=C4C(=C(C=C3)C)OC5=C(C(=O)C(=C(C5=N4)C(=O)NC6C(OC(=O)C(N(C(=O)CN(C(=O)C7CCCN7C(=O)C(NC6=O)C(C)C)C)C)C(C)C)C)N)C. Drug 2: CNC(=O)C1=NC=CC(=C1)OC2=CC=C(C=C2)NC(=O)NC3=CC(=C(C=C3)Cl)C(F)(F)F. Cell line: SW-620. Synergy scores: CSS=-5.17, Synergy_ZIP=1.82, Synergy_Bliss=-3.89, Synergy_Loewe=-5.48, Synergy_HSA=-9.82. (6) Synergy scores: CSS=16.5, Synergy_ZIP=-8.37, Synergy_Bliss=-4.61, Synergy_Loewe=-20.7, Synergy_HSA=-5.04. Drug 2: CN(CCCl)CCCl.Cl. Drug 1: C1CC(C1)(C(=O)O)C(=O)O.[NH2-].[NH2-].[Pt+2]. Cell line: 786-0. (7) Drug 1: CN(C)N=NC1=C(NC=N1)C(=O)N. Drug 2: CNC(=O)C1=NC=CC(=C1)OC2=CC=C(C=C2)NC(=O)NC3=CC(=C(C=C3)Cl)C(F)(F)F. Cell line: HL-60(TB). Synergy scores: CSS=7.70, Synergy_ZIP=-5.74, Synergy_Bliss=-12.0, Synergy_Loewe=-25.6, Synergy_HSA=-12.3. (8) Drug 1: CC12CCC3C(C1CCC2=O)CC(=C)C4=CC(=O)C=CC34C. Drug 2: CCCCCOC(=O)NC1=NC(=O)N(C=C1F)C2C(C(C(O2)C)O)O. Cell line: CCRF-CEM. Synergy scores: CSS=62.5, Synergy_ZIP=-0.205, Synergy_Bliss=-3.26, Synergy_Loewe=-15.6, Synergy_HSA=-4.83.